The task is: Predict which catalyst facilitates the given reaction.. This data is from Catalyst prediction with 721,799 reactions and 888 catalyst types from USPTO. (1) Reactant: Cl[CH2:2][CH2:3][CH2:4][N:5]1[C:9]2[CH:10]=[CH:11][CH:12]=[CH:13][C:8]=2[N:7]=[N:6]1.[NH:14]1[CH2:19][CH2:18][CH:17]([C:20]2[C:24]3[CH:25]=[CH:26][CH:27]=[CH:28][C:23]=3[O:22][N:21]=2)[CH2:16][CH2:15]1.C(N(C(C)C)CC)(C)C.[I-].[K+]. Product: [N:5]1([CH2:4][CH2:3][CH2:2][N:14]2[CH2:15][CH2:16][CH:17]([C:20]3[C:24]4[CH:25]=[CH:26][CH:27]=[CH:28][C:23]=4[O:22][N:21]=3)[CH2:18][CH2:19]2)[C:9]2[CH:10]=[CH:11][CH:12]=[CH:13][C:8]=2[N:7]=[N:6]1. The catalyst class is: 10. (2) Reactant: [Cl:1][C:2]1[C:7]([O:8][C:9]([CH3:18])([CH3:17])[C:10]([O:12]C(C)(C)C)=[O:11])=[CH:6][C:5]([Cl:19])=[CH:4][N:3]=1.FC(F)(F)C(O)=O. Product: [Cl:1][C:2]1[C:7]([O:8][C:9]([CH3:17])([CH3:18])[C:10]([OH:12])=[O:11])=[CH:6][C:5]([Cl:19])=[CH:4][N:3]=1. The catalyst class is: 4. (3) Reactant: [Cl:1][C:2]1[CH:7]=[C:6]([O:8][CH3:9])[C:5]([NH:10][C:11](=[O:17])[O:12][C:13]([CH3:16])([CH3:15])[CH3:14])=[C:4]([CH:18]=O)[CH:3]=1.[C:20]([O:28][CH2:29][CH3:30])(=[O:27])[CH2:21][C:22]([O:24][CH2:25][CH3:26])=[O:23].N1CCCCC1.C(O)(=O)C1C=CC=CC=1. Product: [C:13]([O:12][C:11]([NH:10][C:5]1[C:6]([O:8][CH3:9])=[CH:7][C:2]([Cl:1])=[CH:3][C:4]=1[CH:18]=[C:21]([C:22]([O:24][CH2:25][CH3:26])=[O:23])[C:20]([O:28][CH2:29][CH3:30])=[O:27])=[O:17])([CH3:14])([CH3:15])[CH3:16]. The catalyst class is: 48. (4) Reactant: O[CH:2]([C:4]1[N:15]([C@@H:16]2[CH2:21][O:20][C@@H:19]([CH2:22][C:23]#[N:24])[CH2:18][CH2:17]2)[C:7]2=[C:8]3[S:14][CH:13]=[CH:12][C:9]3=[N:10][CH:11]=[C:6]2[N:5]=1)[CH3:3].COCCN(CCOC)S(F)(F)[F:31]. Product: [F:31][CH:2]([C:4]1[N:15]([C@@H:16]2[CH2:21][O:20][C@@H:19]([CH2:22][C:23]#[N:24])[CH2:18][CH2:17]2)[C:7]2=[C:8]3[S:14][CH:13]=[CH:12][C:9]3=[N:10][CH:11]=[C:6]2[N:5]=1)[CH3:3]. The catalyst class is: 2. (5) Reactant: [C:1]([C:5]1[CH:6]=[C:7]([NH:17][C:18]([NH:20][C:21]2[CH:26]=[CH:25][C:24]([O:27][C:28]3[CH:33]=[C:32](Cl)[N:31]=[CH:30][N:29]=3)=[CH:23][CH:22]=2)=[O:19])[N:8]([C:10]2[CH:15]=[CH:14][C:13]([CH3:16])=[CH:12][CH:11]=2)[N:9]=1)([CH3:4])([CH3:3])[CH3:2].[N-:35]=[N+:36]=[N-:37].[Na+]. Product: [N:35]([C:32]1[N:31]=[CH:30][N:29]=[C:28]([O:27][C:24]2[CH:25]=[CH:26][C:21]([NH:20][C:18]([NH:17][C:7]3[N:8]([C:10]4[CH:15]=[CH:14][C:13]([CH3:16])=[CH:12][CH:11]=4)[N:9]=[C:5]([C:1]([CH3:4])([CH3:3])[CH3:2])[CH:6]=3)=[O:19])=[CH:22][CH:23]=2)[CH:33]=1)=[N+:36]=[N-:37]. The catalyst class is: 3.